From a dataset of Peptide-MHC class I binding affinity with 185,985 pairs from IEDB/IMGT. Regression. Given a peptide amino acid sequence and an MHC pseudo amino acid sequence, predict their binding affinity value. This is MHC class I binding data. The peptide sequence is VHAVYDSML. The MHC is HLA-B18:01 with pseudo-sequence HLA-B18:01. The binding affinity (normalized) is 0.213.